From a dataset of Reaction yield outcomes from USPTO patents with 853,638 reactions. Predict the reaction yield, written as a fraction of the theoretical maximum amount of product (1.0 means a 100% yield; for example, 0.34 means a 34% yield). (1) The reactants are [F:1][C:2]1[CH:10]=[C:9]2[C:5]([C:6]([C:12]3[N:13]=[C:14]4[C:20]([CH:21]=[O:22])=[CH:19][N:18]([CH2:23][O:24][CH2:25][CH2:26][Si:27]([CH3:30])([CH3:29])[CH3:28])[C:15]4=[N:16][CH:17]=3)=[N:7][N:8]2[CH3:11])=[CH:4][CH:3]=1.S(=O)(=O)([OH:33])N.Cl([O-])=O.[Na+].P([O-])(O)(O)=O.[K+]. The catalyst is O1CCOCC1.O.C(OCC)(=O)C. The product is [F:1][C:2]1[CH:10]=[C:9]2[C:5]([C:6]([C:12]3[N:13]=[C:14]4[C:20]([C:21]([OH:33])=[O:22])=[CH:19][N:18]([CH2:23][O:24][CH2:25][CH2:26][Si:27]([CH3:30])([CH3:29])[CH3:28])[C:15]4=[N:16][CH:17]=3)=[N:7][N:8]2[CH3:11])=[CH:4][CH:3]=1. The yield is 0.890. (2) The reactants are Br[C:2]1[CH:7]=[CH:6][C:5]([C:8]2[CH:9]=[C:10]3[C:14](=[CH:15][CH:16]=2)[N:13]([CH3:17])[N:12]=[CH:11]3)=[CH:4][CH:3]=1.C([O-])(=O)C.[K+].[B:23]1([B:23]2[O:27][C:26]([CH3:29])([CH3:28])[C:25]([CH3:31])([CH3:30])[O:24]2)[O:27][C:26]([CH3:29])([CH3:28])[C:25]([CH3:31])([CH3:30])[O:24]1. The catalyst is O1CCOCC1. The product is [CH3:17][N:13]1[C:14]2[C:10](=[CH:9][C:8]([C:5]3[CH:6]=[CH:7][C:2]([B:23]4[O:27][C:26]([CH3:29])([CH3:28])[C:25]([CH3:31])([CH3:30])[O:24]4)=[CH:3][CH:4]=3)=[CH:16][CH:15]=2)[CH:11]=[N:12]1. The yield is 0.890.